This data is from Full USPTO retrosynthesis dataset with 1.9M reactions from patents (1976-2016). The task is: Predict the reactants needed to synthesize the given product. (1) Given the product [NH2:8][C@H:9]([C:13]1[NH:23][C:22]2[CH:21]=[CH:20][C:19]([C:24]3[CH:25]=[CH:26][C:27]([C:30]#[N:31])=[CH:28][CH:29]=3)=[CH:18][C:17]=2[N:16]=1)[CH2:10][O:11][CH3:12], predict the reactants needed to synthesize it. The reactants are: C([NH:8][C@H:9]([C:13](O)=O)[CH2:10][O:11][CH3:12])(OC(C)(C)C)=O.[NH2:16][C:17]1[CH:18]=[C:19]([C:24]2[CH:29]=[CH:28][C:27]([C:30]#[N:31])=[CH:26][CH:25]=2)[CH:20]=[CH:21][C:22]=1[NH2:23]. (2) Given the product [C:1]([O:5][C:6]([N:8]([C:13]1[CH:14]=[C:15]([CH:20]=[CH:21][C:22]=1[O:23][CH3:24])[C:16]([OH:18])=[O:17])[S:9]([CH3:12])(=[O:11])=[O:10])=[O:7])([CH3:4])([CH3:3])[CH3:2], predict the reactants needed to synthesize it. The reactants are: [C:1]([O:5][C:6]([N:8]([C:13]1[CH:14]=[C:15]([CH:20]=[CH:21][C:22]=1[O:23][CH3:24])[C:16]([O:18]C)=[O:17])[S:9]([CH3:12])(=[O:11])=[O:10])=[O:7])([CH3:4])([CH3:3])[CH3:2].[Li+].[OH-]. (3) The reactants are: C([O:8][C:9]1[CH:35]=[CH:34][C:33]([N:36]2[CH2:41][CH2:40][CH2:39][CH2:38][CH2:37]2)=[CH:32][C:10]=1[C:11]([NH:13][C:14]1[CH:23]=[C:22]([C:24]2[CH:29]=[CH:28][CH:27]=[CH:26][CH:25]=2)[C:21]([O:30][CH3:31])=[CH:20][C:15]=1[C:16]([O:18][CH3:19])=[O:17])=[O:12])C1C=CC=CC=1. Given the product [OH:8][C:9]1[CH:35]=[CH:34][C:33]([N:36]2[CH2:41][CH2:40][CH2:39][CH2:38][CH2:37]2)=[CH:32][C:10]=1[C:11]([NH:13][C:14]1[CH:23]=[C:22]([C:24]2[CH:25]=[CH:26][CH:27]=[CH:28][CH:29]=2)[C:21]([O:30][CH3:31])=[CH:20][C:15]=1[C:16]([O:18][CH3:19])=[O:17])=[O:12], predict the reactants needed to synthesize it. (4) Given the product [CH3:14][S@@:15]([CH2:18][CH2:19][CH2:20][O:21][CH2:22][C:23]1[CH:28]=[CH:27][CH:26]=[CH:25][CH:24]=1)(=[NH:17])=[O:16], predict the reactants needed to synthesize it. The reactants are: S(C1C=CC([N+]([O-])=O)=CC=1)(O)(=O)=O.[CH3:14][S@@:15]([CH2:18][CH2:19][CH2:20][O:21][CH2:22][C:23]1[CH:28]=[CH:27][CH:26]=[CH:25][CH:24]=1)(=[NH:17])=[O:16].C1(S)C=CC=CC=1.C([O-])([O-])=O.[Cs+].[Cs+]. (5) Given the product [CH3:28][N:29]([C:30]1[CH:37]=[CH:36][C:33]([CH:34]=[CH:22][C:23]2[CH:26]=[CH:78][C:57]([CH:58]=[CH:59][C:42]3[C:43]4[C:48]([C:49]([CH:17]=[CH:16][C:15]5[CH:14]=[CH:13][C:12]([CH:11]=[CH:10][C:9]6[CH:20]=[CH:21][C:6]([N:2]([CH2:3][CH2:4][OH:5])[CH3:1])=[CH:7][CH:8]=6)=[CH:19][CH:18]=5)=[C:50]5[C:55]=3[CH:54]=[CH:53][CH:52]=[CH:51]5)=[CH:47][CH:46]=[CH:45][CH:44]=4)=[CH:62][CH:24]=2)=[CH:32][CH:31]=1)[CH2:38][CH2:39][OH:40], predict the reactants needed to synthesize it. The reactants are: [CH3:1][N:2]([C:6]1[CH:21]=[CH:20][C:9]([CH:10]=[CH:11][C:12]2[CH:19]=[CH:18][C:15]([CH:16]=[CH2:17])=[CH:14][CH:13]=2)=[CH:8][CH:7]=1)[CH2:3][CH2:4][OH:5].[CH3:22][C:23]([CH3:26])([O-])[CH3:24].[Na+].[CH3:28][N:29]([CH2:38][CH2:39][OH:40])[C:30]1[CH:37]=[CH:36][C:33]([CH:34]=O)=[CH:32][CH:31]=1.Br[C:42]1[C:43]2[C:48]([C:49](Br)=[C:50]3[C:55]=1[CH:54]=[CH:53][CH:52]=[CH:51]3)=[CH:47][CH:46]=[CH:45][CH:44]=2.[C:57]1([CH3:78])[CH:62]=CC=[CH:59][C:58]=1P(C1C=CC=CC=1C)C1C=CC=CC=1C. (6) Given the product [N+:7]([C:10]1[CH:11]=[C:12]2[C:16](=[CH:17][CH:18]=1)[NH:15][CH:14]=[C:13]2[CH2:19][CH2:20][CH2:21][OH:22])([O-:9])=[O:8], predict the reactants needed to synthesize it. The reactants are: [H-].[H-].[H-].[H-].[Li+].[Al+3].[N+:7]([C:10]1[CH:11]=[C:12]2[C:16](=[CH:17][CH:18]=1)[NH:15][CH:14]=[C:13]2[CH2:19][CH2:20][C:21](OCC)=[O:22])([O-:9])=[O:8].